This data is from Full USPTO retrosynthesis dataset with 1.9M reactions from patents (1976-2016). The task is: Predict the reactants needed to synthesize the given product. (1) Given the product [CH2:1]([C:3]1[CH:8]=[CH:7][CH:6]=[C:5]([CH2:9][CH3:10])[N:4]=1)[CH3:2], predict the reactants needed to synthesize it. The reactants are: [CH2:1]([C:3]1[CH:8]=[CH:7][CH:6]=[C:5]([CH3:9])[N:4]=1)[CH3:2].[CH2:10](N(CC)CC)C.C([Li])CCC.CI. (2) Given the product [OH:7][C:6]1[N:8]=[C:12]([OH:13])[CH:11]=[C:10]([CH3:17])[C:5]=1[C:3]#[N:4], predict the reactants needed to synthesize it. The reactants are: [OH-].[K+].[C:3]([CH2:5][C:6]([NH2:8])=[O:7])#[N:4].O=[C:10]([CH3:17])[CH2:11][C:12](OCC)=[O:13].Cl. (3) Given the product [I:23][C:24]1[CH:32]=[CH:31][C:27]([C:28]([NH:2][CH:3]2[C:11]3[C:6](=[CH:7][C:8]([S:12](=[O:13])(=[O:14])[NH2:15])=[CH:9][CH:10]=3)[CH2:5][CH2:4]2)=[O:29])=[CH:26][CH:25]=1, predict the reactants needed to synthesize it. The reactants are: Cl.[NH2:2][CH:3]1[C:11]2[C:6](=[CH:7][C:8]([S:12]([NH2:15])(=[O:14])=[O:13])=[CH:9][CH:10]=2)[CH2:5][CH2:4]1.C(N(CC)CC)C.[I:23][C:24]1[CH:32]=[CH:31][C:27]([C:28](Cl)=[O:29])=[CH:26][CH:25]=1. (4) Given the product [NH2:18][C:11]1[CH:12]=[CH:13][CH:14]=[C:15]([O:16][CH3:17])[C:10]=1[C:8]([C:5]1[C:4]([NH:25][S:26]([C:29]2[CH:34]=[CH:33][C:32]([Cl:35])=[C:31]([C:36]([F:39])([F:38])[F:37])[CH:30]=2)(=[O:28])=[O:27])=[CH:3][C:2]([Cl:1])=[CH:7][N:6]=1)=[O:9], predict the reactants needed to synthesize it. The reactants are: [Cl:1][C:2]1[CH:3]=[C:4]([NH:25][S:26]([C:29]2[CH:34]=[CH:33][C:32]([Cl:35])=[C:31]([C:36]([F:39])([F:38])[F:37])[CH:30]=2)(=[O:28])=[O:27])[C:5]([C:8]([C:10]2[C:15]([O:16][CH3:17])=[CH:14][CH:13]=[CH:12][C:11]=2[NH:18]C(=O)C(C)(C)C)=[O:9])=[N:6][CH:7]=1.C([O-])(O)=O.[Na+]. (5) Given the product [CH3:1][C:2]1[CH:7]=[C:6]([CH3:8])[CH:5]=[CH:4][C:3]=1[C:9]1[C:13]([C:14]([OH:16])=[O:15])=[CH:12][O:11][N:10]=1, predict the reactants needed to synthesize it. The reactants are: [CH3:1][C:2]1[CH:7]=[C:6]([CH3:8])[CH:5]=[CH:4][C:3]=1[C:9]1[C:13]([C:14]([O:16]CC)=[O:15])=[CH:12][O:11][N:10]=1. (6) Given the product [I:1][C:13]1[S:9][C:10]([O:14][CH2:15][CH2:16][C:17]2[N:26]=[C:25]3[C:20]([CH2:21][CH2:22][CH2:23][N:24]3[C:27]([O:29][C:30]([CH3:33])([CH3:32])[CH3:31])=[O:28])=[CH:19][CH:18]=2)=[CH:11][CH:12]=1, predict the reactants needed to synthesize it. The reactants are: [I:1]N1C(=O)CCC1=O.[S:9]1[CH:13]=[CH:12][CH:11]=[C:10]1[O:14][CH2:15][CH2:16][C:17]1[N:26]=[C:25]2[C:20]([CH2:21][CH2:22][CH2:23][N:24]2[C:27]([O:29][C:30]([CH3:33])([CH3:32])[CH3:31])=[O:28])=[CH:19][CH:18]=1. (7) Given the product [CH2:11]1[C:10]2[C:5](=[CH:6][CH:7]=[CH:8][CH:9]=2)[CH2:4][CH2:3][C@@H:2]1[NH:1][C:12](=[O:14])[CH3:13], predict the reactants needed to synthesize it. The reactants are: [NH2:1][C@@H:2]1[CH2:11][C:10]2[CH:9]=[CH:8][CH:7]=[CH:6][C:5]=2[CH2:4][CH2:3]1.[C:12](OC(=O)C)(=[O:14])[CH3:13].